This data is from NCI-60 drug combinations with 297,098 pairs across 59 cell lines. The task is: Regression. Given two drug SMILES strings and cell line genomic features, predict the synergy score measuring deviation from expected non-interaction effect. (1) Drug 1: COC1=NC(=NC2=C1N=CN2C3C(C(C(O3)CO)O)O)N. Drug 2: C1CNP(=O)(OC1)N(CCCl)CCCl. Cell line: DU-145. Synergy scores: CSS=-4.21, Synergy_ZIP=0.124, Synergy_Bliss=-4.99, Synergy_Loewe=-3.49, Synergy_HSA=-6.52. (2) Drug 1: C1=CC=C(C=C1)NC(=O)CCCCCCC(=O)NO. Drug 2: CCC1(CC2CC(C3=C(CCN(C2)C1)C4=CC=CC=C4N3)(C5=C(C=C6C(=C5)C78CCN9C7C(C=CC9)(C(C(C8N6C)(C(=O)OC)O)OC(=O)C)CC)OC)C(=O)OC)O.OS(=O)(=O)O. Cell line: SK-OV-3. Synergy scores: CSS=-3.95, Synergy_ZIP=0.567, Synergy_Bliss=-1.15, Synergy_Loewe=-13.4, Synergy_HSA=-5.80. (3) Drug 1: CCC(=C(C1=CC=CC=C1)C2=CC=C(C=C2)OCCN(C)C)C3=CC=CC=C3.C(C(=O)O)C(CC(=O)O)(C(=O)O)O. Drug 2: C#CCC(CC1=CN=C2C(=N1)C(=NC(=N2)N)N)C3=CC=C(C=C3)C(=O)NC(CCC(=O)O)C(=O)O. Cell line: NCI-H226. Synergy scores: CSS=41.0, Synergy_ZIP=-1.87, Synergy_Bliss=-8.72, Synergy_Loewe=-24.1, Synergy_HSA=-8.96. (4) Cell line: SF-268. Drug 2: CCCS(=O)(=O)NC1=C(C(=C(C=C1)F)C(=O)C2=CNC3=C2C=C(C=N3)C4=CC=C(C=C4)Cl)F. Synergy scores: CSS=23.2, Synergy_ZIP=2.34, Synergy_Bliss=5.58, Synergy_Loewe=-30.0, Synergy_HSA=3.38. Drug 1: CCC1=CC2CC(C3=C(CN(C2)C1)C4=CC=CC=C4N3)(C5=C(C=C6C(=C5)C78CCN9C7C(C=CC9)(C(C(C8N6C)(C(=O)OC)O)OC(=O)C)CC)OC)C(=O)OC.C(C(C(=O)O)O)(C(=O)O)O. (5) Drug 1: C1=NC2=C(N1)C(=S)N=C(N2)N. Drug 2: CN(C(=O)NC(C=O)C(C(C(CO)O)O)O)N=O. Cell line: HOP-62. Synergy scores: CSS=29.6, Synergy_ZIP=-0.960, Synergy_Bliss=-1.87, Synergy_Loewe=-25.9, Synergy_HSA=-0.867. (6) Drug 1: C1CC(=O)NC(=O)C1N2CC3=C(C2=O)C=CC=C3N. Drug 2: C1=CC(=CC=C1C#N)C(C2=CC=C(C=C2)C#N)N3C=NC=N3. Cell line: UACC62. Synergy scores: CSS=-1.65, Synergy_ZIP=-0.984, Synergy_Bliss=-3.70, Synergy_Loewe=-3.20, Synergy_HSA=-3.24. (7) Drug 1: CC12CCC3C(C1CCC2=O)CC(=C)C4=CC(=O)C=CC34C. Drug 2: CC=C1C(=O)NC(C(=O)OC2CC(=O)NC(C(=O)NC(CSSCCC=C2)C(=O)N1)C(C)C)C(C)C. Cell line: A549. Synergy scores: CSS=60.7, Synergy_ZIP=4.32, Synergy_Bliss=5.34, Synergy_Loewe=-17.6, Synergy_HSA=6.73.